Dataset: Peptide-MHC class II binding affinity with 134,281 pairs from IEDB. Task: Regression. Given a peptide amino acid sequence and an MHC pseudo amino acid sequence, predict their binding affinity value. This is MHC class II binding data. (1) The peptide sequence is KVTAKGVSEANTCAA. The MHC is DRB1_0405 with pseudo-sequence DRB1_0405. The binding affinity (normalized) is 0.388. (2) The peptide sequence is LKRLWKMLDPRQGLA. The MHC is HLA-DQA10501-DQB10402 with pseudo-sequence HLA-DQA10501-DQB10402. The binding affinity (normalized) is 0.602. (3) The peptide sequence is KVSFEPIPIHYCAPAGFA. The MHC is DRB1_0901 with pseudo-sequence DRB1_0901. The binding affinity (normalized) is 0.448. (4) The peptide sequence is TAWDFSSAGGFFTSV. The MHC is DRB1_0901 with pseudo-sequence DRB1_0901. The binding affinity (normalized) is 0.797. (5) The peptide sequence is GKLYSILKIQSPLFT. The MHC is HLA-DQA10401-DQB10402 with pseudo-sequence HLA-DQA10401-DQB10402. The binding affinity (normalized) is 0.178. (6) The peptide sequence is KSMKVTVAFNQFGPN. The MHC is HLA-DPA10201-DPB10101 with pseudo-sequence HLA-DPA10201-DPB10101. The binding affinity (normalized) is 0.443.